This data is from NCI-60 drug combinations with 297,098 pairs across 59 cell lines. The task is: Regression. Given two drug SMILES strings and cell line genomic features, predict the synergy score measuring deviation from expected non-interaction effect. (1) Drug 1: CC1C(C(=O)NC(C(=O)N2CCCC2C(=O)N(CC(=O)N(C(C(=O)O1)C(C)C)C)C)C(C)C)NC(=O)C3=C4C(=C(C=C3)C)OC5=C(C(=O)C(=C(C5=N4)C(=O)NC6C(OC(=O)C(N(C(=O)CN(C(=O)C7CCCN7C(=O)C(NC6=O)C(C)C)C)C)C(C)C)C)N)C. Drug 2: COC1=NC(=NC2=C1N=CN2C3C(C(C(O3)CO)O)O)N. Cell line: SK-OV-3. Synergy scores: CSS=-4.83, Synergy_ZIP=-3.58, Synergy_Bliss=-4.98, Synergy_Loewe=-20.0, Synergy_HSA=-8.57. (2) Drug 1: C1CC(=O)NC(=O)C1N2CC3=C(C2=O)C=CC=C3N. Drug 2: COCCOC1=C(C=C2C(=C1)C(=NC=N2)NC3=CC=CC(=C3)C#C)OCCOC.Cl. Cell line: IGROV1. Synergy scores: CSS=29.1, Synergy_ZIP=7.03, Synergy_Bliss=10.0, Synergy_Loewe=10.0, Synergy_HSA=13.6. (3) Synergy scores: CSS=-5.79, Synergy_ZIP=-0.600, Synergy_Bliss=-8.10, Synergy_Loewe=-7.19, Synergy_HSA=-8.85. Drug 2: CC(C)NC(=O)C1=CC=C(C=C1)CNNC.Cl. Drug 1: CCN(CC)CCNC(=O)C1=C(NC(=C1C)C=C2C3=C(C=CC(=C3)F)NC2=O)C. Cell line: K-562. (4) Drug 1: C1=CC(=CC=C1CCC2=CNC3=C2C(=O)NC(=N3)N)C(=O)NC(CCC(=O)O)C(=O)O. Drug 2: COCCOC1=C(C=C2C(=C1)C(=NC=N2)NC3=CC=CC(=C3)C#C)OCCOC.Cl. Cell line: LOX IMVI. Synergy scores: CSS=31.9, Synergy_ZIP=-1.50, Synergy_Bliss=-6.15, Synergy_Loewe=-20.8, Synergy_HSA=-6.05. (5) Drug 1: CS(=O)(=O)CCNCC1=CC=C(O1)C2=CC3=C(C=C2)N=CN=C3NC4=CC(=C(C=C4)OCC5=CC(=CC=C5)F)Cl. Drug 2: CN1C2=C(C=C(C=C2)N(CCCl)CCCl)N=C1CCCC(=O)O.Cl. Cell line: CAKI-1. Synergy scores: CSS=2.40, Synergy_ZIP=3.78, Synergy_Bliss=8.65, Synergy_Loewe=1.41, Synergy_HSA=3.88.